Dataset: Forward reaction prediction with 1.9M reactions from USPTO patents (1976-2016). Task: Predict the product of the given reaction. Given the reactants [CH2:1]([O:3][C:4]1[C:8]([CH2:9][CH2:10][CH2:11][OH:12])=[CH:7][N:6]([C:13]2[CH:18]=[CH:17][C:16]([C:19]([F:22])([F:21])[F:20])=[CH:15][CH:14]=2)[N:5]=1)[CH3:2].O[C:24]1[CH:29]=[CH:28][CH:27]=[CH:26][C:25]=1[CH2:30][C:31]([O:33]C)=[O:32].C(P(CCCC)CCCC)CCC.N(C(N1CCCCC1)=O)=NC(N1CCCCC1)=O, predict the reaction product. The product is: [CH2:1]([O:3][C:4]1[C:8]([CH2:9][CH2:10][CH2:11][O:12][C:24]2[CH:29]=[CH:28][CH:27]=[CH:26][C:25]=2[CH2:30][C:31]([OH:33])=[O:32])=[CH:7][N:6]([C:13]2[CH:18]=[CH:17][C:16]([C:19]([F:21])([F:22])[F:20])=[CH:15][CH:14]=2)[N:5]=1)[CH3:2].